Dataset: Full USPTO retrosynthesis dataset with 1.9M reactions from patents (1976-2016). Task: Predict the reactants needed to synthesize the given product. (1) Given the product [Cl:1][C:2]1[CH:7]=[CH:6][C:5]([C@H:8]([N:10]2[C:14]3[CH:15]=[C:16]([N:19]4[CH2:24][CH2:23][N:22]([C:39]([C@H:35]5[CH2:36][CH2:37][CH2:38][NH:34]5)=[O:40])[C@H:21]([CH3:25])[CH2:20]4)[CH:17]=[CH:18][C:13]=3[N:12]=[CH:11]2)[CH3:9])=[C:4]([F:26])[CH:3]=1, predict the reactants needed to synthesize it. The reactants are: [Cl:1][C:2]1[CH:7]=[CH:6][C:5]([C@H:8]([N:10]2[C:14]3[CH:15]=[C:16]([N:19]4[CH2:24][CH2:23][NH:22][C@H:21]([CH3:25])[CH2:20]4)[CH:17]=[CH:18][C:13]=3[N:12]=[CH:11]2)[CH3:9])=[C:4]([F:26])[CH:3]=1.C(OC([N:34]1[CH2:38][CH2:37][CH2:36][C@@H:35]1[C:39](O)=[O:40])=O)(C)(C)C.CN(C(ON1N=NC2C=CC=NC1=2)=[N+](C)C)C.F[P-](F)(F)(F)(F)F.CCN(CC)CC. (2) Given the product [C:37]1([CH3:36])[CH:42]=[C:41]([CH3:43])[CH:40]=[C:39]([CH3:44])[C:38]=1[S:45]([N:8]1[CH2:7][CH2:6][N:5]([CH:11]2[CH:16]3[CH2:15][CH2:14][N:13]([CH2:18][CH2:17]3)[CH2:12]2)[CH2:10][CH2:9]1)(=[O:46])=[O:47], predict the reactants needed to synthesize it. The reactants are: O.Cl.Cl.Cl.[N:5]1([CH:11]2[CH:16]3[CH2:17][CH2:18][N:13]([CH2:14][CH2:15]3)[CH2:12]2)[CH2:10][CH2:9][NH:8][CH2:7][CH2:6]1.[N:5]1([CH:11]2[CH:16]3[CH2:15][CH2:14][N:13]([CH2:18][CH2:17]3)[CH2:12]2)[CH2:6][CH2:7][NH:8][CH2:9][CH2:10]1.Cl.Cl.Cl.[CH3:36][C:37]1[CH:42]=[C:41]([CH3:43])[CH:40]=[C:39]([CH3:44])[C:38]=1[S:45](Cl)(=[O:47])=[O:46].C(N(CC)C(C)C)(C)C. (3) Given the product [CH3:1][C:2]1[CH:7]=[CH:6][CH:5]=[CH:4][C:3]=1[C:8]1[CH:13]=[CH:12][C:11]([C:14]2[O:18][N:17]=[C:16]([C:19]3[CH:20]=[C:21]([CH:22]=[CH:23][CH:24]=3)[CH2:25][CH2:26][NH:32][C@@H:33]([CH3:41])[C:34]([OH:36])=[O:35])[N:15]=2)=[CH:10][C:9]=1[C:28]([F:31])([F:30])[F:29], predict the reactants needed to synthesize it. The reactants are: [CH3:1][C:2]1[CH:7]=[CH:6][CH:5]=[CH:4][C:3]=1[C:8]1[CH:13]=[CH:12][C:11]([C:14]2[O:18][N:17]=[C:16]([C:19]3[CH:20]=[C:21]([CH:25](O)[CH3:26])[CH:22]=[CH:23][CH:24]=3)[N:15]=2)=[CH:10][C:9]=1[C:28]([F:31])([F:30])[F:29].[NH2:32][C@@H:33]([CH3:41])[C:34]([O:36]C(C)(C)C)=[O:35]. (4) Given the product [Cl:15][C:16]1[CH:21]=[CH:20][C:19]([CH2:22][CH2:23][C:24]([OH:26])=[O:25])=[C:18]([O:27][C:2]2[CH:9]=[CH:8][C:7]([S:10]([CH2:13][CH3:14])(=[O:12])=[O:11])=[CH:6][C:3]=2[C:4]#[N:5])[CH:17]=1, predict the reactants needed to synthesize it. The reactants are: Cl[C:2]1[CH:9]=[CH:8][C:7]([S:10]([CH2:13][CH3:14])(=[O:12])=[O:11])=[CH:6][C:3]=1[C:4]#[N:5].[Cl:15][C:16]1[CH:21]=[CH:20][C:19]([CH2:22][CH2:23][C:24]([OH:26])=[O:25])=[C:18]([OH:27])[CH:17]=1. (5) Given the product [CH3:28][N:29]([CH3:33])[CH2:30][CH2:31][NH:32][C:34](=[O:36])[C:21]1[CH:22]=[CH:26][CH:27]=[C:19](/[CH:18]=[N:17]/[NH:16][C:15]2[N:14]=[CH:13][N:12]=[C:11]3[N:7]([C:1]4[CH:2]=[CH:3][CH:4]=[CH:5][CH:6]=4)[N:8]=[CH:9][C:10]=23)[CH:20]=1, predict the reactants needed to synthesize it. The reactants are: [C:1]1([N:7]2[C:11]3=[N:12][CH:13]=[N:14][C:15]([NH:16]/[N:17]=[CH:18]/[C:19]4[CH:27]=[CH:26][C:22](C(O)=O)=[CH:21][CH:20]=4)=[C:10]3[CH:9]=[N:8]2)[CH:6]=[CH:5][CH:4]=[CH:3][CH:2]=1.[CH3:28][N:29]([CH3:33])[CH2:30][CH2:31][NH2:32].[CH2:34]([O:36]P(C#N)(=O)OCC)C.C(N(CC)CC)C. (6) Given the product [F:18][C:19]1[CH:27]=[CH:26][CH:25]=[C:24]([F:28])[C:20]=1[C:21]([NH:11][C:2]1[CH:3]=[CH:4][C:5]2[C:10](=[N:9][CH:8]=[CH:7][CH:6]=2)[N:1]=1)=[O:22], predict the reactants needed to synthesize it. The reactants are: [N:1]1[C:10]2[C:5](=[CH:6][CH:7]=[CH:8][N:9]=2)[CH:4]=[CH:3][C:2]=1[NH2:11].N1C=CC=CC=1.[F:18][C:19]1[CH:27]=[CH:26][CH:25]=[C:24]([F:28])[C:20]=1[C:21](Cl)=[O:22]. (7) Given the product [CH:1]12[CH2:7][CH:4]([CH:3]=[CH:2]1)[CH2:5][CH2:6]2.[CH3:8][C:2]1[CH:3]=[CH:4][CH:5]=[CH:6][C:1]=1[CH:7]=[CH:29][C:28]([O-:31])=[O:30], predict the reactants needed to synthesize it. The reactants are: [CH:1]12[CH2:7][CH:4]([CH:5]=[CH:6]1)[CH2:3][CH:2]2[CH2:8]O.C(N(CC)CC)C.C(Cl)(=O)C=CC1C=CC=CC=1.[C:28]([O:31]CC)(=[O:30])[CH3:29]. (8) Given the product [Cl:8][C:9]1[CH:10]=[C:11]2[NH:29][C:28]([O:38][C@@H:39]3[CH2:43][O:42][C@H:41]([CH2:44][OH:45])[C@:40]3([CH3:57])[OH:56])=[N:27][C:12]2=[N:13][C:14]=1[C:15]1[CH:20]=[CH:19][C:18]([C:21]2[CH:22]=[CH:23][CH:24]=[CH:25][CH:26]=2)=[CH:17][CH:16]=1, predict the reactants needed to synthesize it. The reactants are: C(O)(C(F)(F)F)=O.[Cl:8][C:9]1[CH:10]=[C:11]2[N:29](COCC[Si](C)(C)C)[C:28]([O:38][C@@H:39]3[CH2:43][O:42][C@H:41]([CH2:44][O:45][Si](C(C)(C)C)(C(C)(C)C)O)[C@:40]3([CH3:57])[OH:56])=[N:27][C:12]2=[N:13][C:14]=1[C:15]1[CH:20]=[CH:19][C:18]([C:21]2[CH:26]=[CH:25][CH:24]=[CH:23][CH:22]=2)=[CH:17][CH:16]=1.CCCC[N+](CCCC)(CCCC)CCCC.[F-].C1COCC1. (9) Given the product [C:1]([O:5][C:6]([N:8]1[C@H:17]([C:18](=[O:19])[NH:42][C@H:41]([C:40]([O:39][CH:34]2[CH2:35][CH2:36][CH2:37][CH2:38]2)=[O:47])[CH2:43][CH:44]([CH3:46])[CH3:45])[CH2:16][C:15]2[C:10](=[CH:11][C:12]([N+:21]([O-:23])=[O:22])=[CH:13][CH:14]=2)[CH2:9]1)=[O:7])([CH3:2])([CH3:3])[CH3:4], predict the reactants needed to synthesize it. The reactants are: [C:1]([O:5][C:6]([N:8]1[C@H:17]([C:18](O)=[O:19])[CH2:16][C:15]2[C:10](=[CH:11][C:12]([N+:21]([O-:23])=[O:22])=[CH:13][CH:14]=2)[CH2:9]1)=[O:7])([CH3:4])([CH3:3])[CH3:2].C1C=CC2N(O)N=NC=2C=1.[CH:34]1([O:39][C:40](=[O:47])[C@H:41]([CH2:43][CH:44]([CH3:46])[CH3:45])[NH2:42])[CH2:38][CH2:37][CH2:36][CH2:35]1.C(N(CC)CC)C.CCN=C=NCCCN(C)C.Cl.